This data is from Full USPTO retrosynthesis dataset with 1.9M reactions from patents (1976-2016). The task is: Predict the reactants needed to synthesize the given product. (1) The reactants are: C[O:2][C:3](=[O:25])[C:4]1[CH:9]=[C:8]([C:10]2[CH:15]=[CH:14][C:13]([CH3:16])=[CH:12][N:11]=2)[CH:7]=[C:6]([N:17]2[C:21]([CH:22]([CH3:24])[CH3:23])=[N:20][CH:19]=[N:18]2)[CH:5]=1.[OH-].[Na+].Cl. Given the product [CH:22]([C:21]1[N:17]([C:6]2[CH:5]=[C:4]([CH:9]=[C:8]([C:10]3[CH:15]=[CH:14][C:13]([CH3:16])=[CH:12][N:11]=3)[CH:7]=2)[C:3]([OH:25])=[O:2])[N:18]=[CH:19][N:20]=1)([CH3:24])[CH3:23], predict the reactants needed to synthesize it. (2) Given the product [O:1]1[CH2:2][CH2:3][N:4]([C:7]2[CH:8]=[C:9]3[C:20]4([CH2:24][S:23][C:22]([NH2:25])=[N:21]4)[C:19]4[C:14](=[CH:15][CH:16]=[C:17]([C:42]5[CH:43]=[N:44][CH:45]=[CH:46][CH:47]=5)[CH:18]=4)[O:13][C:10]3=[N:11][CH:12]=2)[CH2:5][CH2:6]1, predict the reactants needed to synthesize it. The reactants are: [O:1]1[CH2:6][CH2:5][N:4]([C:7]2[CH:8]=[C:9]3[C:20]4([CH2:24][S:23][C:22]([N:25](COCC[Si](C)(C)C)COCC[Si](C)(C)C)=[N:21]4)[C:19]4[C:14](=[CH:15][CH:16]=[C:17]([C:42]5[CH:43]=[N:44][CH:45]=[CH:46][CH:47]=5)[CH:18]=4)[O:13][C:10]3=[N:11][CH:12]=2)[CH2:3][CH2:2]1.C(O)(C(F)(F)F)=O. (3) Given the product [C:9]([O:11][CH2:4][CH2:3][CH2:7][CH3:8])(=[O:10])[C:8]1[C:12](=[CH:16][C:2](=[C:3]([CH:7]=1)[C:4]([O:6][CH2:1][CH2:2][CH2:16][CH3:12])=[O:5])[C:1]([O:18][CH2:24][CH2:25][CH2:26][CH3:27])=[O:17])[C:13]([O:15][CH2:24][CH2:25][CH2:26][CH3:27])=[O:14], predict the reactants needed to synthesize it. The reactants are: [C:1]([OH:18])(=[O:17])[C:2]1[C:3](=[CH:7][C:8](=[C:12]([CH:16]=1)[C:13]([OH:15])=[O:14])[C:9]([OH:11])=[O:10])[C:4]([OH:6])=[O:5].S(=O)(=O)(O)O.[CH2:24](O)[CH2:25][CH2:26][CH3:27].